From a dataset of Catalyst prediction with 721,799 reactions and 888 catalyst types from USPTO. Predict which catalyst facilitates the given reaction. (1) Reactant: Cl.[Cl:2][C:3]1[CH:4]=[C:5]([NH:10][C:11]2[C:20]3[C:15](=[CH:16][C:17]([O:24][CH2:25][CH3:26])=[C:18]([N+:21]([O-])=O)[CH:19]=3)[N:14]=[CH:13][C:12]=2[C:27]#[N:28])[CH:6]=[CH:7][C:8]=1[F:9].[Cl-].[NH4+].CO. Product: [NH2:21][C:18]1[CH:19]=[C:20]2[C:15](=[CH:16][C:17]=1[O:24][CH2:25][CH3:26])[N:14]=[CH:13][C:12]([C:27]#[N:28])=[C:11]2[NH:10][C:5]1[CH:6]=[CH:7][C:8]([F:9])=[C:3]([Cl:2])[CH:4]=1. The catalyst class is: 693. (2) Product: [F:1][C:2]1[CH:25]=[C:24]([N+:26]([O-:28])=[O:27])[CH:23]=[CH:22][C:3]=1[O:4][C:5]1[CH:10]=[CH:9][N:8]=[C:7]2[CH:11]=[C:12]([C:14]3[N:15]=[CH:16][C:17]([CH2:18][N:30]([CH3:31])[CH3:29])=[CH:20][CH:21]=3)[S:13][C:6]=12. The catalyst class is: 2. Reactant: [F:1][C:2]1[CH:25]=[C:24]([N+:26]([O-:28])=[O:27])[CH:23]=[CH:22][C:3]=1[O:4][C:5]1[CH:10]=[CH:9][N:8]=[C:7]2[CH:11]=[C:12]([C:14]3[CH:21]=[CH:20][C:17]([CH:18]=O)=[CH:16][N:15]=3)[S:13][C:6]=12.[CH3:29][NH:30][CH3:31].[BH-](OC(C)=O)(OC(C)=O)OC(C)=O.[Na+].